From a dataset of Forward reaction prediction with 1.9M reactions from USPTO patents (1976-2016). Predict the product of the given reaction. (1) Given the reactants [CH2:1]([O:8][C:9]([N:11]1[CH2:16][CH2:15][NH:14][C:13](=[O:17])[CH2:12]1)=[O:10])[C:2]1[CH:7]=[CH:6][CH:5]=[CH:4][CH:3]=1.[H-].[Na+].Br[CH2:21][C:22]([O:24][C:25]([CH3:28])([CH3:27])[CH3:26])=[O:23], predict the reaction product. The product is: [CH2:1]([O:8][C:9]([N:11]1[CH2:16][CH2:15][N:14]([CH2:21][C:22]([O:24][C:25]([CH3:28])([CH3:27])[CH3:26])=[O:23])[C:13](=[O:17])[CH2:12]1)=[O:10])[C:2]1[CH:3]=[CH:4][CH:5]=[CH:6][CH:7]=1. (2) Given the reactants [CH3:1][O:2][C:3]1[CH:4]=[C:5]2[C:10](=[CH:11][C:12]=1[O:13][CH3:14])[N:9]=[CH:8][N:7]=[C:6]2[O:15][C:16]1[CH:22]=[CH:21][C:19]([NH2:20])=[CH:18][CH:17]=1.C(O)C.[Cl:26][C:27]1[CH:28]=[C:29]([C:33]([N:35]=[C:36]=[S:37])=[O:34])[CH:30]=[CH:31][CH:32]=1, predict the reaction product. The product is: [Cl:26][C:27]1[CH:28]=[C:29]([CH:30]=[CH:31][CH:32]=1)[C:33]([NH:35][C:36]([NH:20][C:19]1[CH:21]=[CH:22][C:16]([O:15][C:6]2[C:5]3[C:10](=[CH:11][C:12]([O:13][CH3:14])=[C:3]([O:2][CH3:1])[CH:4]=3)[N:9]=[CH:8][N:7]=2)=[CH:17][CH:18]=1)=[S:37])=[O:34]. (3) The product is: [C:1]([N:5]1[C:9](=[O:10])[C:8]([NH:35][CH:32]2[CH2:33][CH2:34][N:29]([C:26]3[CH:25]=[CH:24][C:23]([F:22])=[CH:28][N:27]=3)[CH2:30][CH2:31]2)=[C:7]([C:12]2[CH:17]=[CH:16][CH:15]=[CH:14][CH:13]=2)[S:6]1(=[O:19])=[O:18])([CH3:4])([CH3:3])[CH3:2]. Given the reactants [C:1]([N:5]1[C:9](=[O:10])[C:8](Cl)=[C:7]([C:12]2[CH:17]=[CH:16][CH:15]=[CH:14][CH:13]=2)[S:6]1(=[O:19])=[O:18])([CH3:4])([CH3:3])[CH3:2].Cl.Cl.[F:22][C:23]1[CH:24]=[CH:25][C:26]([N:29]2[CH2:34][CH2:33][CH:32]([NH2:35])[CH2:31][CH2:30]2)=[N:27][CH:28]=1, predict the reaction product. (4) Given the reactants [OH:1][C:2]12[CH2:8][N:5]([CH2:6][CH2:7]1)[CH2:4][CH2:3]2.[Li+].CC([N-]C(C)C)C.[CH2:17]([N:24]([C:28]1[CH:33]=[CH:32][CH:31]=[CH:30][CH:29]=1)[C:25](Cl)=[O:26])[C:18]1[CH:23]=[CH:22][CH:21]=[CH:20][CH:19]=1.C([O-])=O, predict the reaction product. The product is: [N:5]12[CH2:8][C:2]([O:1][C:25](=[O:26])[N:24]([CH2:17][C:18]3[CH:23]=[CH:22][CH:21]=[CH:20][CH:19]=3)[C:28]3[CH:33]=[CH:32][CH:31]=[CH:30][CH:29]=3)([CH2:7][CH2:6]1)[CH2:3][CH2:4]2. (5) Given the reactants [Li+].C[Si]([N-][Si](C)(C)C)(C)C.[CH2:11]([O:13][CH:14]([O:16][CH:17]1[CH2:29][CH2:28][C:27]([O:31][CH:32]([O:34][CH2:35][CH3:36])[CH3:33])([CH3:30])[CH:26]([OH:37])[CH:25]=[CH:24][CH:23]([CH3:38])[CH:22](/[C:39](/[CH3:60])=[CH:40]/[CH:41]=[CH:42]/[CH:43]([CH3:59])[CH2:44][CH:45]2[O:58][CH:46]2[CH:47]([CH3:57])[CH:48]([O:51][CH:52]([O:54][CH2:55][CH3:56])[CH3:53])[CH2:49][CH3:50])[O:21][C:19](=[O:20])[CH2:18]1)[CH3:15])[CH3:12].[C:61](Cl)(=[O:68])[C:62]1[CH:67]=[CH:66][CH:65]=[CH:64][CH:63]=1.C(OCC)(=O)C, predict the reaction product. The product is: [C:61]([O:37][CH:26]1[C:27]([O:31][CH:32]([O:34][CH2:35][CH3:36])[CH3:33])([CH3:30])[CH2:28][CH2:29][CH:17]([O:16][CH:14]([O:13][CH2:11][CH3:12])[CH3:15])[CH2:18][C:19]([O:21][CH:22](/[C:39](/[CH3:60])=[CH:40]/[CH:41]=[CH:42]/[CH:43]([CH3:59])[CH2:44][CH:45]2[O:58][CH:46]2[CH:47]([CH3:57])[CH:48]([O:51][CH:52]([O:54][CH2:55][CH3:56])[CH3:53])[CH2:49][CH3:50])[CH:23]([CH3:38])[CH:24]=[CH:25]1)=[O:20])(=[O:68])[C:62]1[CH:67]=[CH:66][CH:65]=[CH:64][CH:63]=1.